This data is from Catalyst prediction with 721,799 reactions and 888 catalyst types from USPTO. The task is: Predict which catalyst facilitates the given reaction. (1) Reactant: [NH2:1][C:2]1[N:6]([C:7]2[CH:8]=[C:9]([CH:16]=[CH:17][C:18]=2[CH3:19])[C:10]([NH:12][CH:13]2[CH2:15][CH2:14]2)=[O:11])[N:5]=[CH:4][C:3]=1[C:20](=[O:35])[C:21]1[CH:26]=[CH:25][CH:24]=[C:23](OCC2C=CC=CC=2)[CH:22]=1.[H][H].[CH3:38][OH:39]. Product: [NH2:1][C:2]1[N:6]([C:7]2[CH:8]=[C:9]([CH:16]=[CH:17][C:18]=2[CH3:19])[C:10]([NH:12][CH:13]2[CH2:14][CH2:15]2)=[O:11])[N:5]=[CH:4][C:3]=1[C:20](=[O:35])[C:21]1[CH:26]=[CH:25][CH:24]=[C:23]([CH2:38][OH:39])[CH:22]=1. The catalyst class is: 45. (2) Reactant: [OH:1][CH2:2][C@H:3]1[C@H:8]([NH:9][C:10](=[O:19])[O:11][CH2:12][C:13]2[CH:18]=[CH:17][CH:16]=[CH:15][CH:14]=2)[CH2:7][CH2:6][O:5][CH2:4]1.[N:20]1([C:25]2[CH:30]=[CH:29][C:28](O)=[CH:27][CH:26]=2)[CH:24]=[CH:23][CH:22]=[N:21]1.C1CCN(C(N=NC(N2CCCCC2)=O)=O)CC1.P(CCCC)(CCCC)CCCC. Product: [N:20]1([C:25]2[CH:26]=[CH:27][C:28]([O:1][CH2:2][C@H:3]3[C@H:8]([NH:9][C:10](=[O:19])[O:11][CH2:12][C:13]4[CH:14]=[CH:15][CH:16]=[CH:17][CH:18]=4)[CH2:7][CH2:6][O:5][CH2:4]3)=[CH:29][CH:30]=2)[CH:24]=[CH:23][CH:22]=[N:21]1. The catalyst class is: 11. (3) Reactant: [F:1][C:2]1[CH:32]=[CH:31][C:5]([CH2:6][NH:7][C:8]([C:10]2O[CH:12]=[C:13]([C:25](=[O:30])[C:26]([CH3:29])([CH3:28])[CH3:27])[C:14](=[O:24])[C:15]=2[O:16][CH2:17][C:18]2[CH:23]=[CH:22][CH:21]=[CH:20][CH:19]=2)=[O:9])=[CH:4][CH:3]=1.C(O)C.[CH3:36][O:37][CH:38]([O:41][CH3:42])[CH2:39][NH2:40]. Product: [F:1][C:2]1[CH:3]=[CH:4][C:5]([CH2:6][NH:7][C:8]([C:10]2[N:40]([CH2:39][CH:38]([O:41][CH3:42])[O:37][CH3:36])[CH:12]=[C:13]([C:25](=[O:30])[C:26]([CH3:27])([CH3:28])[CH3:29])[C:14](=[O:24])[C:15]=2[O:16][CH2:17][C:18]2[CH:19]=[CH:20][CH:21]=[CH:22][CH:23]=2)=[O:9])=[CH:31][CH:32]=1. The catalyst class is: 7. (4) Reactant: [CH3:1][O:2][C:3](=[O:16])[CH:4]([NH:8][C:9]([O:11][C:12]([CH3:15])([CH3:14])[CH3:13])=[O:10])[CH2:5][CH2:6][OH:7].C1C=CC(P(C2C=CC=CC=2)C2C=CC=CC=2)=CC=1.[Cl:36][C:37]1[CH:42]=[CH:41][C:40]([N:43]([C@H:47]2[C:56]3[C:51](=[CH:52][CH:53]=[CH:54][CH:55]=3)[N:50]([C:57](=[O:65])[C:58]3[CH:63]=[CH:62][C:61](O)=[CH:60][CH:59]=3)[C@@H:49]([CH3:66])[CH2:48]2)[C:44](=[O:46])[CH3:45])=[CH:39][CH:38]=1.CCOC(/N=N/C(OCC)=O)=O. Product: [C:44]([N:43]([C:40]1[CH:39]=[CH:38][C:37]([Cl:36])=[CH:42][CH:41]=1)[C@H:47]1[C:56]2[C:51](=[CH:52][CH:53]=[CH:54][CH:55]=2)[N:50]([C:57]([C:58]2[CH:63]=[CH:62][C:61]([O:7][CH2:6][CH2:5][CH:4]([NH:8][C:9]([O:11][C:12]([CH3:13])([CH3:15])[CH3:14])=[O:10])[C:3]([O:2][CH3:1])=[O:16])=[CH:60][CH:59]=2)=[O:65])[C@@H:49]([CH3:66])[CH2:48]1)(=[O:46])[CH3:45]. The catalyst class is: 11.